The task is: Regression. Given two drug SMILES strings and cell line genomic features, predict the synergy score measuring deviation from expected non-interaction effect.. This data is from NCI-60 drug combinations with 297,098 pairs across 59 cell lines. Drug 1: C1=CC(=CC=C1CC(C(=O)O)N)N(CCCl)CCCl.Cl. Drug 2: CCC1=C2CN3C(=CC4=C(C3=O)COC(=O)C4(CC)O)C2=NC5=C1C=C(C=C5)O. Cell line: NCIH23. Synergy scores: CSS=27.6, Synergy_ZIP=0.854, Synergy_Bliss=4.98, Synergy_Loewe=-1.92, Synergy_HSA=5.79.